Regression. Given a peptide amino acid sequence and an MHC pseudo amino acid sequence, predict their binding affinity value. This is MHC class I binding data. From a dataset of Peptide-MHC class I binding affinity with 185,985 pairs from IEDB/IMGT. (1) The peptide sequence is YLAKLTALV. The MHC is HLA-A68:02 with pseudo-sequence HLA-A68:02. The binding affinity (normalized) is 0.725. (2) The peptide sequence is FIRDCSVAL. The MHC is HLA-B27:05 with pseudo-sequence HLA-B27:05. The binding affinity (normalized) is 0.0847. (3) The peptide sequence is VHYGQGWLY. The MHC is HLA-A03:01 with pseudo-sequence HLA-A03:01. The binding affinity (normalized) is 0.0847. (4) The peptide sequence is HPYVFCALL. The MHC is HLA-A25:01 with pseudo-sequence HLA-A25:01. The binding affinity (normalized) is 0.0847. (5) The MHC is HLA-A03:01 with pseudo-sequence HLA-A03:01. The binding affinity (normalized) is 0. The peptide sequence is GNGCFEFYH.